Dataset: Reaction yield outcomes from USPTO patents with 853,638 reactions. Task: Predict the reaction yield, written as a fraction of the theoretical maximum amount of product (1.0 means a 100% yield; for example, 0.34 means a 34% yield). (1) The reactants are C(OC(=O)[NH:7][CH:8]1[CH2:13][CH2:12][N:11]([CH2:14][C:15]2[CH:20]=[CH:19][C:18]([O:21][CH3:22])=[C:17]([O:23][CH2:24][CH3:25])[CH:16]=2)[CH2:10][CH2:9]1)(C)(C)C. The catalyst is C(O)C.Cl.O1CCOCC1. The product is [CH2:24]([O:23][C:17]1[CH:16]=[C:15]([CH:20]=[CH:19][C:18]=1[O:21][CH3:22])[CH2:14][N:11]1[CH2:10][CH2:9][CH:8]([NH2:7])[CH2:13][CH2:12]1)[CH3:25]. The yield is 0.890. (2) The reactants are I[C:2]1[CH:3]=[C:4]([N:8]2[C:16]3[C:11](=[CH:12][CH:13]=[CH:14][CH:15]=3)[C:10]([C:17]([NH2:19])=[O:18])=[N:9]2)[CH:5]=[CH:6][CH:7]=1.[OH:20][CH:21]([C:27]#[CH:28])[C:22]([O:24][CH2:25][CH3:26])=[O:23]. No catalyst specified. The product is [C:17]([C:10]1[C:11]2[C:16](=[CH:15][CH:14]=[CH:13][CH:12]=2)[N:8]([C:4]2[CH:3]=[C:2]([C:28]#[C:27][CH:21]([OH:20])[C:22]([O:24][CH2:25][CH3:26])=[O:23])[CH:7]=[CH:6][CH:5]=2)[N:9]=1)(=[O:18])[NH2:19]. The yield is 0.230. (3) The product is [C:1](/[C:3](/[C:27]1[CH:32]=[CH:31][C:30]([O:33][CH3:34])=[C:29]([O:35][CH3:36])[CH:28]=1)=[CH:4]\[C:5]1[S:9][C:8]([N:10]2[CH2:11][CH2:12][CH:13]([O:16][C:17](=[O:26])[CH2:18][N:19]3[CH2:20][CH2:21][N:38]([CH3:37])[CH2:23][CH2:24]3)[CH2:14][CH2:15]2)=[CH:7][CH:6]=1)#[N:2]. The yield is 0.690. The catalyst is C(N(CC)CC)C. The reactants are [C:1](/[C:3](/[C:27]1[CH:32]=[CH:31][C:30]([O:33][CH3:34])=[C:29]([O:35][CH3:36])[CH:28]=1)=[CH:4]\[C:5]1[S:9][C:8]([N:10]2[CH2:15][CH2:14][CH:13]([O:16][C:17](=[O:26])[CH2:18][N:19]3[CH2:24][CH2:23]C(O)[CH2:21][CH2:20]3)[CH2:12][CH2:11]2)=[CH:7][CH:6]=1)#[N:2].[CH3:37][N:38]1CCNCC1. (4) The reactants are [C:1]1([CH2:7][CH2:8][C:9](Cl)=[O:10])[CH:6]=[CH:5][CH:4]=[CH:3][CH:2]=1.C(N(CC)CC)C.[Br:19][C:20]1[CH:21]=[C:22]2[C:26](=[CH:27][CH:28]=1)[N:25]([CH2:29][CH:30]1[CH2:35][CH2:34][NH:33][CH2:32][CH2:31]1)[CH:24]=[CH:23]2.CO.ClCCl. The catalyst is ClCCl.O. The product is [Br:19][C:20]1[CH:21]=[C:22]2[C:26](=[CH:27][CH:28]=1)[N:25]([CH2:29][CH:30]1[CH2:31][CH2:32][N:33]([C:9](=[O:10])[CH2:8][CH2:7][C:1]3[CH:6]=[CH:5][CH:4]=[CH:3][CH:2]=3)[CH2:34][CH2:35]1)[CH:24]=[CH:23]2. The yield is 0.600. (5) The reactants are Cl[CH2:2][C:3]1[N:4]=[C:5]([CH:8]([CH3:10])[CH3:9])[O:6][CH:7]=1.[P:11]([O:18]CC)([O:15][CH2:16][CH3:17])[O:12][CH2:13][CH3:14].C(OCC)(=O)C. The catalyst is C(OCC)(=O)C.C(O)C. The product is [CH:8]([C:5]1[O:6][CH:7]=[C:3]([CH2:2][P:11](=[O:18])([O:15][CH2:16][CH3:17])[O:12][CH2:13][CH3:14])[N:4]=1)([CH3:10])[CH3:9]. The yield is 0.910. (6) The reactants are [Cl:1][C:2]1[C:3](O)=[N:4][C:5]([C:8]2[N:12]3[CH:13]=[C:14]([F:17])[CH:15]=[CH:16][C:11]3=[N:10][CH:9]=2)=[N:6][CH:7]=1.[OH-].[Na+].P(Cl)(Cl)([Cl:23])=O. No catalyst specified. The product is [Cl:23][C:3]1[C:2]([Cl:1])=[CH:7][N:6]=[C:5]([C:8]2[N:12]3[CH:13]=[C:14]([F:17])[CH:15]=[CH:16][C:11]3=[N:10][CH:9]=2)[N:4]=1. The yield is 0.620.